Predict the reactants needed to synthesize the given product. From a dataset of Full USPTO retrosynthesis dataset with 1.9M reactions from patents (1976-2016). (1) Given the product [Br:19][C:16]1[CH:17]=[CH:18][C:13]([O:12][C:8]2[CH:7]=[C:6]([CH2:5][C:4]([OH:28])=[O:3])[CH:11]=[CH:10][CH:9]=2)=[C:14]([CH2:20][O:21][C:22]2[CH:27]=[CH:26][CH:25]=[CH:24][CH:23]=2)[CH:15]=1, predict the reactants needed to synthesize it. The reactants are: C([O:3][C:4](=[O:28])[CH2:5][C:6]1[CH:11]=[CH:10][CH:9]=[C:8]([O:12][C:13]2[CH:18]=[CH:17][C:16]([Br:19])=[CH:15][C:14]=2[CH2:20][O:21][C:22]2[CH:27]=[CH:26][CH:25]=[CH:24][CH:23]=2)[CH:7]=1)C.[Li+].[OH-]. (2) Given the product [NH2:4][C@H:5]([C:10]([OH:12])=[O:11])[C@H:6]([CH2:8][CH3:9])[CH3:7].[Ce:3], predict the reactants needed to synthesize it. The reactants are: OO.[Ce:3].[NH2:4][C@H:5]([C:10]([OH:12])=[O:11])[C@H:6]([CH2:8][CH3:9])[CH3:7].[N+]([O-])(O)=O. (3) Given the product [CH3:12][C:13]1[CH:18]=[CH:17][CH:16]=[C:15]([CH3:19])[C:14]=1[C:20]1[CH:29]=[C:28]([N:30]2[CH2:35][CH2:34][C@H:33]([O:36][CH3:37])[C:32]([CH3:39])([CH3:38])[CH2:31]2)[C:27]2[CH2:26][N:25]([C:41]3[CH:46]=[C:45]([CH:47]([CH3:48])[CH3:49])[CH:44]=[CH:43][C:42]=3[CH3:50])[CH2:24][CH2:23][C:22]=2[N:21]=1, predict the reactants needed to synthesize it. The reactants are: [H-].[Al+3].[Li+].[H-].[H-].[H-].C1COCC1.[CH3:12][C:13]1[CH:18]=[CH:17][CH:16]=[C:15]([CH3:19])[C:14]=1[C:20]1[CH:29]=[C:28]([N:30]2[CH2:35][CH2:34][C@H:33]([O:36][CH3:37])[C:32]([CH3:39])([CH3:38])[CH2:31]2)[C:27]2[C:26](=O)[N:25]([C:41]3[CH:46]=[C:45]([CH:47]([CH3:49])[CH3:48])[CH:44]=[CH:43][C:42]=3[CH3:50])[CH2:24][CH2:23][C:22]=2[N:21]=1. (4) Given the product [CH:7]1([C:12]2[N:37]([CH2:38][C:39]([NH2:40])=[O:45])[C:36](=[O:46])[C:31]3[C:32](=[CH:33][CH:34]=[C:29]([N:25]4[CH2:26][CH2:27][CH2:28][NH:22][CH2:23][CH2:24]4)[CH:30]=3)[N:35]=2)[CH2:8][CH2:9][CH2:10][CH2:11]1, predict the reactants needed to synthesize it. The reactants are: N1C=CC=CC=1.[CH:7]1([C:12](Cl)=O)[CH2:11][CH2:10][CH2:9][CH2:8]1.C(OC([N:22]1[CH2:28][CH2:27][CH2:26][N:25]([C:29]2[CH:34]=[CH:33][C:32]([NH2:35])=[C:31]([C:36](=[O:46])[NH:37][CH2:38][C:39](=[O:45])[NH:40]C(C)(C)C)[CH:30]=2)[CH2:24][CH2:23]1)=O)(C)(C)C.C(N(CC)CC)C.C[Si](Cl)(C)C. (5) Given the product [CH3:35][C:36]1[CH:37]=[C:38]([NH:39][C:6](=[O:8])[C:5]2[CH:9]=[CH:10][C:2]([OH:1])=[C:3]([N+:11]([O-:13])=[O:12])[CH:4]=2)[CH:40]=[CH:41][C:42]=1[CH3:43], predict the reactants needed to synthesize it. The reactants are: [OH:1][C:2]1[CH:10]=[CH:9][C:5]([C:6]([OH:8])=O)=[CH:4][C:3]=1[N+:11]([O-:13])=[O:12].CCN=C=NCCCN(C)C.C1C=CC2N(O)N=NC=2C=1.[CH3:35][C:36]1[CH:37]=[C:38]([CH:40]=[CH:41][C:42]=1[CH3:43])[NH2:39]. (6) Given the product [CH3:42][C:18]1[N:17]=[C:16]([O:15][C:12]2[CH:11]=[CH:10][C:9]([O:8][CH2:7][C:6]([OH:43])=[O:5])=[CH:14][CH:13]=2)[CH:21]=[CH:20][C:19]=1[CH2:22][N:23]1[CH2:24][CH2:25][CH:26]([N:29]2[C@H:33]([C:34]3[CH:35]=[C:36]([CH3:40])[CH:37]=[CH:38][CH:39]=3)[CH2:32][NH:31][C:30]2=[O:41])[CH2:27][CH2:28]1, predict the reactants needed to synthesize it. The reactants are: C([O:5][C:6](=[O:43])[CH2:7][O:8][C:9]1[CH:14]=[CH:13][C:12]([O:15][C:16]2[CH:21]=[CH:20][C:19]([CH2:22][N:23]3[CH2:28][CH2:27][CH:26]([N:29]4[C@H:33]([C:34]5[CH:35]=[C:36]([CH3:40])[CH:37]=[CH:38][CH:39]=5)[CH2:32][NH:31][C:30]4=[O:41])[CH2:25][CH2:24]3)=[C:18]([CH3:42])[N:17]=2)=[CH:11][CH:10]=1)(C)(C)C.C(O)(C(F)(F)F)=O. (7) Given the product [NH2:17][C:2]1[CH:7]=[CH:6][C:5](/[CH:8]=[CH:9]/[C:10]([O:12][CH3:13])=[O:11])=[CH:4][C:3]=1[N+:14]([O-:16])=[O:15], predict the reactants needed to synthesize it. The reactants are: Cl[C:2]1[CH:7]=[CH:6][C:5](/[CH:8]=[CH:9]/[C:10]([O:12][CH3:13])=[O:11])=[CH:4][C:3]=1[N+:14]([O-:16])=[O:15].[NH3:17].